This data is from Forward reaction prediction with 1.9M reactions from USPTO patents (1976-2016). The task is: Predict the product of the given reaction. (1) Given the reactants CN(C=O)C.I[C:7]1[CH:8]=[CH:9][C:10]2[NH:11][C:12]3[C:17]([C:18]=2[CH:19]=1)=[CH:16][CH:15]=[CH:14][CH:13]=3.C(N(CCCC)CCCC)CCC.[C:33]([O:37][CH3:38])(=[O:36])[CH:34]=[CH2:35], predict the reaction product. The product is: [CH3:38][O:37][C:33]([CH:34]=[CH:35][C:7]1[CH:8]=[CH:9][C:10]2[NH:11][C:12]3[C:17]([C:18]=2[CH:19]=1)=[CH:16][CH:15]=[CH:14][CH:13]=3)=[O:36]. (2) Given the reactants [OH:1][NH:2][C:3]([C:5]1[S:6][C:7]([S:10]([N:13]2[C:21]3[C:16](=[CH:17][C:18]([C:22]4[CH:27]=[CH:26][C:25]([C:28]([F:31])([F:30])[F:29])=[CH:24][CH:23]=4)=[CH:19][CH:20]=3)[CH2:15][CH2:14]2)(=[O:12])=[O:11])=[CH:8][CH:9]=1)=[NH:4].[C:32]1([O:38]C(Cl)=O)C=CC=CC=1.N12CCCN=C1CCCCC2.Cl, predict the reaction product. The product is: [F:29][C:28]([F:31])([F:30])[C:25]1[CH:26]=[CH:27][C:22]([C:18]2[CH:17]=[C:16]3[C:21](=[CH:20][CH:19]=2)[N:13]([S:10]([C:7]2[S:6][C:5]([C:3]4[NH:4][C:32](=[O:38])[O:1][N:2]=4)=[CH:9][CH:8]=2)(=[O:11])=[O:12])[CH2:14][CH2:15]3)=[CH:23][CH:24]=1. (3) Given the reactants [CH3:1][C:2]1[C:11]2[C:12]3[C:17]([CH2:18][CH2:19][N+:10]=2[CH:9]=[C:8]2[C:3]=1[CH:4]=[CH:5][C:6]1[O:26][CH2:25][O:24][C:7]=12)=[CH:16][C:15]([O:20][CH3:21])=[C:14]([O:22][CH3:23])[CH:13]=3.[Cl-:27].CC1C2C3C(CC[N+]=2C=C2C=1C=CC1OCOC=12)=CC(OC)=C(O)C=3.[O-2].[Al+3].[O-2].[O-2].[Al+3], predict the reaction product. The product is: [CH3:1][C:2]1[C:11]2[C:12]3[C:17]([CH2:18][CH2:19][N+:10]=2[CH:9]=[C:8]2[C:3]=1[CH:4]=[CH:5][C:6]1[O:26][CH2:25][O:24][C:7]=12)=[CH:16][C:15]([O:20][CH3:21])=[C:14]([O:22][CH3:23])[CH:13]=3.[Cl-:27].